Predict the product of the given reaction. From a dataset of Forward reaction prediction with 1.9M reactions from USPTO patents (1976-2016). Given the reactants [CH2:1]([N:3]1[CH2:8][CH:7]=[C:6]([C:9]2[CH:14]=[CH:13][CH:12]=[C:11]([O:15][CH:16]([CH3:18])[CH3:17])[CH:10]=2)[CH2:5][CH2:4]1)[CH3:2], predict the reaction product. The product is: [CH2:1]([N:3]1[CH2:8][CH2:7][CH:6]([C:9]2[CH:14]=[CH:13][CH:12]=[C:11]([O:15][CH:16]([CH3:17])[CH3:18])[CH:10]=2)[CH2:5][CH2:4]1)[CH3:2].